This data is from Catalyst prediction with 721,799 reactions and 888 catalyst types from USPTO. The task is: Predict which catalyst facilitates the given reaction. (1) Product: [CH3:7][N:11]1[C:10]([CH3:30])([CH3:9])[CH2:19][C:18]2[C:13](=[CH:14][CH:15]=[CH:16][CH:17]=2)[CH:12]1[C:20]1[CH:21]=[N:22][C:23]2[C:28]([CH:29]=1)=[CH:27][CH:26]=[CH:25][CH:24]=2. The catalyst class is: 21. Reactant: C(=O)([O-])[O-].[K+].[K+].[CH3:7]I.[CH3:9][C:10]1([CH3:30])[CH2:19][C:18]2[C:13](=[CH:14][CH:15]=[CH:16][CH:17]=2)[CH:12]([C:20]2[CH:21]=[N:22][C:23]3[C:28]([CH:29]=2)=[CH:27][CH:26]=[CH:25][CH:24]=3)[NH:11]1. (2) Product: [C:1]([O:5][C:6]([N:8]1[CH2:13][CH2:12][CH:11]([C:14]2[CH:15]=[N:16][CH:17]=[C:18]([C:22]3[CH:23]=[N:24][C:25]4[N:26]([C:32](=[O:34])[NH2:33])[CH2:27][CH2:28][CH2:29][C:30]=4[CH:31]=3)[C:19]=2[C:20]#[N:21])[CH2:10][CH2:9]1)=[O:7])([CH3:4])([CH3:2])[CH3:3]. Reactant: [C:1]([O:5][C:6]([N:8]1[CH2:13][CH:12]=[C:11]([C:14]2[CH:15]=[N:16][CH:17]=[C:18]([C:22]3[CH:23]=[N:24][C:25]4[N:26]([C:32](=[O:34])[NH2:33])[CH2:27][CH2:28][CH2:29][C:30]=4[CH:31]=3)[C:19]=2[C:20]#[N:21])[CH2:10][CH2:9]1)=[O:7])([CH3:4])([CH3:3])[CH3:2].C([O-])=O.[NH4+]. The catalyst class is: 19. (3) Reactant: [C:1]([C:3]1[CH:8]=[CH:7][C:6]([CH:9]2[C:18]3[C:13](=[CH:14][CH:15]=[N:16][C:17]=3[O:19][CH2:20][CH3:21])[NH:12][C:11]([C:22]([F:25])([F:24])[F:23])=[C:10]2[C:26](O)=[O:27])=[C:5]([O:29][CH3:30])[CH:4]=1)#[N:2].C(N1C=CN=C1)([N:33]1C=CN=C1)=O.N. Product: [C:1]([C:3]1[CH:8]=[CH:7][C:6]([CH:9]2[C:18]3[C:13](=[CH:14][CH:15]=[N:16][C:17]=3[O:19][CH2:20][CH3:21])[NH:12][C:11]([C:22]([F:23])([F:24])[F:25])=[C:10]2[C:26]([NH2:33])=[O:27])=[C:5]([O:29][CH3:30])[CH:4]=1)#[N:2]. The catalyst class is: 13.